From a dataset of Reaction yield outcomes from USPTO patents with 853,638 reactions. Predict the reaction yield, written as a fraction of the theoretical maximum amount of product (1.0 means a 100% yield; for example, 0.34 means a 34% yield). (1) The reactants are [C:1]([C:5]1[CH:28]=[CH:27][C:8]([CH2:9][N:10]2[CH2:14][CH:13]([CH2:15][CH2:16][CH2:17][C:18]3[CH:23]=[CH:22][C:21]([OH:24])=[CH:20][CH:19]=3)[N:12]([CH3:25])[C:11]2=[O:26])=[CH:7][CH:6]=1)([CH3:4])([CH3:3])[CH3:2].CC(C)([O-])C.[K+].Br[C:36]([CH2:44][CH3:45])([CH2:42][CH3:43])[C:37]([O:39]CC)=[O:38].[OH-].[Na+]. The catalyst is CC(O)(C)C. The product is [C:1]([C:5]1[CH:28]=[CH:27][C:8]([CH2:9][N:10]2[CH2:14][CH:13]([CH2:15][CH2:16][CH2:17][C:18]3[CH:19]=[CH:20][C:21]([O:24][C:36]([CH2:44][CH3:45])([CH2:42][CH3:43])[C:37]([OH:39])=[O:38])=[CH:22][CH:23]=3)[N:12]([CH3:25])[C:11]2=[O:26])=[CH:7][CH:6]=1)([CH3:4])([CH3:2])[CH3:3]. The yield is 0.140. (2) The reactants are [CH2:1]([NH2:8])[CH2:2][CH2:3][CH2:4][CH2:5][CH2:6][CH3:7].[CH2:9]([O:11]/[C:12](=[CH:18]\[C:19]1[CH:24]=[CH:23][C:22]([C:25]2[CH:30]=[CH:29][CH:28]=[C:27]([N:31]([CH3:44])[C:32]([O:34]C3C=CC([N+]([O-])=O)=CC=3)=O)[CH:26]=2)=[CH:21][CH:20]=1)/[C:13]([O:15][CH2:16][CH3:17])=[O:14])[CH3:10].O.C(OCC)(=O)C. The catalyst is CN(C)C=O. The product is [CH2:9]([O:11]/[C:12](=[CH:18]\[C:19]1[CH:20]=[CH:21][C:22]([C:25]2[CH:30]=[CH:29][CH:28]=[C:27]([N:31]([CH3:44])[C:32]([NH:8][CH2:1][CH2:2][CH2:3][CH2:4][CH2:5][CH2:6][CH3:7])=[O:34])[CH:26]=2)=[CH:23][CH:24]=1)/[C:13]([O:15][CH2:16][CH3:17])=[O:14])[CH3:10]. The yield is 0.770. (3) The reactants are [N:1]1([C:5]([C:7]2[CH:37]=[CH:36][C:10]([O:11][C:12]3[CH:13]=[C:14]([C:24]4[NH:28][C:27]([C:29]([NH:31][CH2:32][C@H:33](O)[CH3:34])=[O:30])=[CH:26][CH:25]=4)[CH:15]=[C:16]([O:18][C@@H:19]([CH3:23])[CH2:20][O:21][CH3:22])[CH:17]=3)=[C:9]([F:38])[CH:8]=2)=[O:6])[CH2:4][CH2:3][CH2:2]1.CS(O)(=O)=O.C(N(CC)CC)C.C(=O)([O-])O.[Na+]. The catalyst is O1CCCC1. The product is [N:1]1([C:5]([C:7]2[CH:37]=[CH:36][C:10]([O:11][C:12]3[CH:13]=[C:14]([C:24]4[NH:28][C:27]([C:29]5[O:30][C@@H:33]([CH3:34])[CH2:32][N:31]=5)=[CH:26][CH:25]=4)[CH:15]=[C:16]([O:18][C@@H:19]([CH3:23])[CH2:20][O:21][CH3:22])[CH:17]=3)=[C:9]([F:38])[CH:8]=2)=[O:6])[CH2:4][CH2:3][CH2:2]1. The yield is 0.510. (4) The reactants are [NH2:1][C:2]1[CH:7]=[CH:6][CH:5]=[C:4](Br)[N:3]=1.[NH:9]1[CH2:14][CH2:13][CH2:12][CH2:11][CH2:10]1. No catalyst specified. The product is [N:9]1([C:4]2[N:3]=[C:2]([NH2:1])[CH:7]=[CH:6][CH:5]=2)[CH2:14][CH2:13][CH2:12][CH2:11][CH2:10]1. The yield is 0.750. (5) The product is [C:41]([OH:53])(=[O:52])[CH2:42][C:43]([CH2:48][C:49]([OH:51])=[O:50])([C:45]([OH:47])=[O:46])[OH:44].[CH3:18][C@@H:17]1[CH2:16][CH2:15][N:14]([C:22](=[O:23])[CH2:21][C:19]#[N:20])[CH2:13][C@@H:12]1[N:2]([CH3:1])[C:3]1[C:4]2[CH:11]=[CH:10][NH:9][C:5]=2[N:6]=[CH:7][N:8]=1. The yield is 0.673. The catalyst is O.C(Cl)Cl. The reactants are [CH3:1][N:2]([CH:12]1[CH:17]([CH3:18])[CH2:16][CH2:15][NH:14][CH2:13]1)[C:3]1[C:4]2[CH:11]=[CH:10][NH:9][C:5]=2[N:6]=[CH:7][N:8]=1.[C:19]([CH2:21][C:22](O)=[O:23])#[N:20].C(N(CC)CC)C.CC(C)(C)C(Cl)=O.[OH-].[Na+].[C:41]([OH:53])(=[O:52])[CH2:42][C:43]([CH2:48][C:49]([OH:51])=[O:50])([C:45]([OH:47])=[O:46])[OH:44]. (6) The reactants are [CH3:1][CH:2]([C:4]1[CH:9]=[CH:8][CH:7]=[CH:6][C:5]=1[N:10]1[CH:15]=[CH:14][CH:13]=[C:12]([C:16]([OH:18])=O)[C:11]1=[O:19])[CH3:3].[NH2:20][C:21]1[CH:42]=[CH:41][C:24]([O:25][C:26]2[CH:27]=[CH:28][C:29]3[N:30]([CH:32]=[C:33]([NH:35][C:36]([CH:38]4[CH2:40][CH2:39]4)=[O:37])[N:34]=3)[CH:31]=2)=[C:23]([F:43])[CH:22]=1.CN(C(ON1N=NC2C=CC=NC1=2)=[N+](C)C)C.F[P-](F)(F)(F)(F)F.C(N(CC)C(C)C)(C)C. The catalyst is CN(C)C=O.C(OCC)(=O)C.O1CCCC1. The product is [CH:38]1([C:36]([NH:35][C:33]2[N:34]=[C:29]3[CH:28]=[CH:27][C:26]([O:25][C:24]4[CH:41]=[CH:42][C:21]([NH:20][C:16]([C:12]5[C:11](=[O:19])[N:10]([C:5]6[CH:6]=[CH:7][CH:8]=[CH:9][C:4]=6[CH:2]([CH3:1])[CH3:3])[CH:15]=[CH:14][CH:13]=5)=[O:18])=[CH:22][C:23]=4[F:43])=[CH:31][N:30]3[CH:32]=2)=[O:37])[CH2:39][CH2:40]1. The yield is 0.270. (7) The reactants are [CH:1]([C:4]1[CH:9]=[C:8]([O:10][CH3:11])[C:7]([C:12]2[N:13]=[CH:14][S:15][CH:16]=2)=[CH:6][C:5]=1[OH:17])([CH3:3])[CH3:2].Br[CH2:19][C:20]#[N:21].C([O-])([O-])=O.[K+].[K+]. The catalyst is C(#N)C. The product is [CH:1]([C:4]1[CH:9]=[C:8]([O:10][CH3:11])[C:7]([C:12]2[N:13]=[CH:14][S:15][CH:16]=2)=[CH:6][C:5]=1[O:17][CH2:19][C:20]#[N:21])([CH3:3])[CH3:2]. The yield is 0.720. (8) The reactants are Br[C:2]1[CH:11]=[CH:10][C:5]([C:6]([O:8][CH3:9])=[O:7])=[CH:4][CH:3]=1.C1(P(C2C=CC=CC=2)C2C=CC=CC=2)C=CC=CC=1.[CH2:31]([OH:35])[CH2:32][C:33]#[CH:34]. The catalyst is C(NCC)C.[Pd](Cl)Cl.[Cu](I)I. The product is [CH3:9][O:8][C:6](=[O:7])[C:5]1[CH:10]=[CH:11][C:2]([C:34]#[C:33][CH2:32][CH2:31][OH:35])=[CH:3][CH:4]=1. The yield is 0.940. (9) The reactants are Br[C:2]1[CH:3]=[C:4]2[C:8](=[C:9]([C:11]([NH2:13])=[O:12])[CH:10]=1)[NH:7][N:6]=[C:5]2[CH:14]1[CH2:19][CH2:18][N:17]([S:20]([CH2:23][CH2:24][CH2:25][N:26]2[CH2:30][CH2:29][CH2:28][CH2:27]2)(=[O:22])=[O:21])[CH2:16][CH2:15]1.[OH:31][CH2:32][C:33]1[CH:34]=[C:35](B(O)O)[CH:36]=[CH:37][CH:38]=1.C(=O)([O-])[O-].[Cs+].[Cs+]. The catalyst is O1CCOCC1.O.C1C=CC([P]([Pd]([P](C2C=CC=CC=2)(C2C=CC=CC=2)C2C=CC=CC=2)([P](C2C=CC=CC=2)(C2C=CC=CC=2)C2C=CC=CC=2)[P](C2C=CC=CC=2)(C2C=CC=CC=2)C2C=CC=CC=2)(C2C=CC=CC=2)C2C=CC=CC=2)=CC=1. The product is [OH:31][CH2:32][C:33]1[CH:38]=[C:37]([C:2]2[CH:3]=[C:4]3[C:8](=[C:9]([C:11]([NH2:13])=[O:12])[CH:10]=2)[NH:7][N:6]=[C:5]3[CH:14]2[CH2:15][CH2:16][N:17]([S:20]([CH2:23][CH2:24][CH2:25][N:26]3[CH2:27][CH2:28][CH2:29][CH2:30]3)(=[O:22])=[O:21])[CH2:18][CH2:19]2)[CH:36]=[CH:35][CH:34]=1. The yield is 0.190.